From a dataset of Catalyst prediction with 721,799 reactions and 888 catalyst types from USPTO. Predict which catalyst facilitates the given reaction. (1) Reactant: Br[CH2:2][CH2:3][C:4]1[CH:9]=[CH:8][C:7]([F:10])=[CH:6][CH:5]=1.Cl.[Cl:12][C:13]1[CH:14]=[C:15]([NH:19]N)[CH:16]=[CH:17][CH:18]=1.[CH3:21][N:22]1[CH2:27][CH2:26][C:25](=O)[CH2:24][CH2:23]1. Product: [F:10][C:7]1[CH:8]=[CH:9][C:4]([CH2:3][CH2:2][N:19]2[C:15]3[CH:14]=[C:13]([Cl:12])[CH:18]=[CH:17][C:16]=3[C:24]3[CH2:23][N:22]([CH3:21])[CH2:27][CH2:26][C:25]2=3)=[CH:5][CH:6]=1. The catalyst class is: 66. (2) Reactant: [Br:1][C:2]1[C:3]([O:20][CH2:21][CH:22]=[CH:23][CH3:24])=[C:4](I)[C:5]2[CH2:11][CH2:10][N:9]([C:12](=[O:17])[C:13]([F:16])([F:15])[F:14])[CH2:8][CH2:7][C:6]=2[CH:18]=1.[PH2](O)=O.CC(N=NC(C#N)(C)C)(C#N)C. Product: [Br:1][C:2]1[C:3]2[O:20][CH2:21][CH:22]([CH2:23][CH3:24])[C:4]=2[C:5]2[CH2:11][CH2:10][N:9]([C:12](=[O:17])[C:13]([F:16])([F:15])[F:14])[CH2:8][CH2:7][C:6]=2[CH:18]=1. The catalyst class is: 14. (3) Reactant: [CH3:1][C:2]([C:5]([OH:7])=[O:6])([CH3:4])[NH2:3].C([O-])([O-])=O.[Na+].[Na+].[C:14](Cl)([O:16][CH2:17][C:18]1[CH:23]=[CH:22][CH:21]=[CH:20][CH:19]=1)=[O:15]. Product: [CH2:17]([O:16][C:14]([NH:3][C:2]([CH3:4])([C:5]([OH:7])=[O:6])[CH3:1])=[O:15])[C:18]1[CH:23]=[CH:22][CH:21]=[CH:20][CH:19]=1. The catalyst class is: 127. (4) Reactant: [NH2:1][C@@H:2]([CH2:5][N:6]([CH2:17][CH3:18])[C:7]1[CH:12]=[CH:11][N:10]=[C:9]([C:13]([F:16])([F:15])[F:14])[N:8]=1)[CH2:3][OH:4].C([O-])([O-])=O.[K+].[K+].[N:25]#[C:26]Br.CO. Product: [NH2:25][C:26]1[O:4][CH2:3][C@H:2]([CH2:5][N:6]([CH2:17][CH3:18])[C:7]2[CH:12]=[CH:11][N:10]=[C:9]([C:13]([F:16])([F:15])[F:14])[N:8]=2)[N:1]=1. The catalyst class is: 1. (5) Product: [Br:1][C:2]1[CH:3]=[C:4]([CH:28]=[CH:29][CH:30]=1)[CH2:5][N:6]1[C:14]2[C:13](=[O:15])[N:12]([CH3:16])[C:11](=[O:17])[N:10]([CH3:18])[C:9]=2[N:8]=[C:7]1[S:19][C:20]([CH3:26])([CH3:27])[CH2:21][OH:22]. The catalyst class is: 1. Reactant: [Br:1][C:2]1[CH:3]=[C:4]([CH:28]=[CH:29][CH:30]=1)[CH2:5][N:6]1[C:14]2[C:13](=[O:15])[N:12]([CH3:16])[C:11](=[O:17])[N:10]([CH3:18])[C:9]=2[N:8]=[C:7]1[S:19][C:20]([CH3:27])([CH3:26])[C:21](OCC)=[O:22].[BH4-].[Li+]. (6) Reactant: O=[C:2]1CN[C:5](=[O:8])[CH2:4][NH:3]1.C=[O:10].[OH:11][PH:12]([OH:14])=[O:13].P(Cl)(Cl)Cl. Product: [P:12]([CH2:2][NH:3][CH2:4][C:5]([OH:8])=[O:10])([OH:14])([OH:11])=[O:13]. The catalyst class is: 15. (7) Reactant: [NH3:1].CO.Cl[S:5]([C:8]1[N:9]=[CH:10][N:11]2[CH:15]=[CH:14][S:13][C:12]=12)(=[O:7])=[O:6]. Product: [S:5]([C:8]1[N:9]=[CH:10][N:11]2[CH:15]=[CH:14][S:13][C:12]=12)(=[O:7])(=[O:6])[NH2:1]. The catalyst class is: 1. (8) The catalyst class is: 5. Product: [ClH:29].[F:28][C:2]([F:1])([C:20]1[CH:25]=[CH:24][C:23]([CH2:26][F:27])=[CH:22][N:21]=1)[CH2:3][N:4]1[CH2:9][CH2:8][CH:7]([NH:10][C:11]2[C:12]3[CH:19]=[CH:18][NH:17][C:13]=3[N:14]=[CH:15][N:16]=2)[CH2:6][CH2:5]1. Reactant: [F:1][C:2]([F:28])([C:20]1[CH:25]=[CH:24][C:23]([CH2:26][F:27])=[CH:22][N:21]=1)[CH2:3][N:4]1[CH2:9][CH2:8][CH:7]([NH:10][C:11]2[C:12]3[CH:19]=[CH:18][NH:17][C:13]=3[N:14]=[CH:15][N:16]=2)[CH2:6][CH2:5]1.[ClH:29]. (9) Product: [C:35]([O:39][C:40]([N:1]1[CH2:6][CH2:5][CH:4]([NH:7][C:8](=[O:20])[C:9]2[CH:14]=[CH:13][CH:12]=[C:11]([C:15]3[N:16]=[N:17][NH:18][N:19]=3)[CH:10]=2)[CH2:3][CH2:2]1)=[O:41])([CH3:38])([CH3:37])[CH3:36]. The catalyst class is: 166. Reactant: [NH:1]1[CH2:6][CH2:5][CH:4]([NH:7][C:8](=[O:20])[C:9]2[CH:14]=[CH:13][CH:12]=[C:11]([C:15]3[NH:19][N:18]=[N:17][N:16]=3)[CH:10]=2)[CH2:3][CH2:2]1.N1C(C2C=C(C=CC=2)C(O)=O)=NN=N1.[C:35]([O:39][C:40](N1CCC(N)CC1)=[O:41])([CH3:38])([CH3:37])[CH3:36].Cl.CN(C)CCCN=C=NCC. (10) Reactant: [S:1]1[C:5]2[CH:6]=[CH:7][CH:8]=[CH:9][C:4]=2[N:3]=[C:2]1[C:10]([C:12]1[CH:17]=[CH:16][C:15]([O:18][C:19]2[C:24](Cl)=[N:23][CH:22]=[CH:21][N:20]=2)=[CH:14][CH:13]=1)=[O:11].[NH:26]1[CH2:31][CH2:30][O:29][CH2:28][CH2:27]1. Product: [S:1]1[C:5]2[CH:6]=[CH:7][CH:8]=[CH:9][C:4]=2[N:3]=[C:2]1[C:10]([C:12]1[CH:17]=[CH:16][C:15]([O:18][C:19]2[C:24]([N:26]3[CH2:31][CH2:30][O:29][CH2:28][CH2:27]3)=[N:23][CH:22]=[CH:21][N:20]=2)=[CH:14][CH:13]=1)=[O:11]. The catalyst class is: 16.